Task: Predict which catalyst facilitates the given reaction.. Dataset: Catalyst prediction with 721,799 reactions and 888 catalyst types from USPTO (1) Reactant: [N+:1]([O:4][CH:5]1[CH2:10][CH2:9][N:8]([C:11]([O:13][C@@H:14]2[CH2:18][O:17][C@@H:16]3[C@H:19]([OH:22])[CH2:20][O:21][C@H:15]23)=[O:12])[CH2:7][CH2:6]1)([O-:3])=[O:2].Cl[C:24]([O:26][CH:27]([Cl:29])[CH3:28])=[O:25].N1C=CC=CC=1. Product: [N+:1]([O:4][CH:5]1[CH2:6][CH2:7][N:8]([C:11]([O:13][C@@H:14]2[CH2:18][O:17][C@@H:16]3[C@H:19]([O:22][C:24]([O:26][CH:27]([Cl:29])[CH3:28])=[O:25])[CH2:20][O:21][C@H:15]23)=[O:12])[CH2:9][CH2:10]1)([O-:3])=[O:2]. The catalyst class is: 2. (2) Reactant: [H-].[Al+3].[Li+].[H-].[H-].[H-].[Si:7]([O:14][CH2:15][CH2:16][CH2:17][CH2:18][CH2:19][CH2:20][CH2:21][CH2:22][CH2:23][CH2:24][CH2:25][CH2:26][CH2:27][CH2:28][C:29]1[C:38]([O:39][CH3:40])=[CH:37][C:32]([C:33](OC)=[O:34])=[CH:31][C:30]=1[O:41][CH3:42])([C:10]([CH3:13])([CH3:12])[CH3:11])([CH3:9])[CH3:8].C(C(C(C([O-])=O)O)O)([O-])=O.[Na+].[Na+]. Product: [Si:7]([O:14][CH2:15][CH2:16][CH2:17][CH2:18][CH2:19][CH2:20][CH2:21][CH2:22][CH2:23][CH2:24][CH2:25][CH2:26][CH2:27][CH2:28][C:29]1[C:38]([O:39][CH3:40])=[CH:37][C:32]([CH2:33][OH:34])=[CH:31][C:30]=1[O:41][CH3:42])([C:10]([CH3:13])([CH3:12])[CH3:11])([CH3:8])[CH3:9]. The catalyst class is: 1. (3) Reactant: [O:1]1[C:5]2([CH2:10][CH2:9][C:8]([C:11]3[C:19]4[C:14](=[CH:15][CH:16]=[CH:17][CH:18]=4)[NH:13][CH:12]=3)=[CH:7][CH2:6]2)[O:4][CH2:3][CH2:2]1. Product: [O:4]1[C:5]2([CH2:6][CH2:7][CH:8]([C:11]3[C:19]4[C:14](=[CH:15][CH:16]=[CH:17][CH:18]=4)[NH:13][CH:12]=3)[CH2:9][CH2:10]2)[O:1][CH2:2][CH2:3]1. The catalyst class is: 63. (4) Reactant: C([O:3][C:4]([CH:6]1[CH2:11][CH2:10][N:9]([C:12](=[O:55])[CH2:13][CH2:14][NH:15][CH2:16][C@:17]23[CH2:51][CH2:50][C@@H:49]([C:52]([CH3:54])=[CH2:53])[C@@H:18]2[C@@H:19]2[C@@:32]([CH3:35])([CH2:33][CH2:34]3)[C@@:31]3([CH3:36])[C@@H:22]([C@:23]4([CH3:48])[C@@H:28]([CH2:29][CH2:30]3)[C:27]([CH3:38])([CH3:37])[C:26]([C:39]3[CH:47]=[CH:46][C:42]([C:43]([OH:45])=[O:44])=[CH:41][CH:40]=3)=[CH:25][CH2:24]4)[CH2:21][CH2:20]2)[CH2:8][CH2:7]1)=[O:5])C.[OH-].[Na+].O.Cl. Product: [C:43]([C:42]1[CH:46]=[CH:47][C:39]([C:26]2[C:27]([CH3:38])([CH3:37])[C@H:28]3[C@:23]([CH3:48])([CH2:24][CH:25]=2)[C@@H:22]2[C@:31]([CH3:36])([C@@:32]4([CH3:35])[C@H:19]([CH2:20][CH2:21]2)[C@H:18]2[C@H:49]([C:52]([CH3:54])=[CH2:53])[CH2:50][CH2:51][C@:17]2([CH2:16][NH:15][CH2:14][CH2:13][C:12]([N:9]2[CH2:10][CH2:11][CH:6]([C:4]([OH:5])=[O:3])[CH2:7][CH2:8]2)=[O:55])[CH2:34][CH2:33]4)[CH2:30][CH2:29]3)=[CH:40][CH:41]=1)([OH:45])=[O:44]. The catalyst class is: 169. (5) The catalyst class is: 31. Product: [Cl:25][C:26]1[CH:48]=[CH:47][C:46]([C:49]2[C:54]([F:55])=[CH:53][CH:52]=[CH:51][N:50]=2)=[CH:45][C:27]=1[C:28]([NH:30][C:31]1[N:35]([C:36]2[CH:37]=[CH:38][CH:39]=[CH:40][CH:41]=2)[N:34]=[C:33]([C:42]([NH:16][C:11]2[C:12]([CH3:13])=[N:17][NH:9][CH:10]=2)=[O:43])[CH:32]=1)=[O:29]. Reactant: CN(C(O[N:9]1[N:17]=[N:16][C:11]2[CH:12]=[CH:13]C=N[C:10]1=2)=[N+](C)C)C.F[P-](F)(F)(F)(F)F.[Cl:25][C:26]1[CH:48]=[CH:47][C:46]([C:49]2[C:54]([F:55])=[CH:53][CH:52]=[CH:51][N:50]=2)=[CH:45][C:27]=1[C:28]([NH:30][C:31]1[N:35]([C:36]2[CH:41]=[CH:40][CH:39]=[CH:38][CH:37]=2)[N:34]=[C:33]([C:42](O)=[O:43])[CH:32]=1)=[O:29].CCN(C(C)C)C(C)C.CC1C(N)=CNN=1. (6) Reactant: [CH:1](=[N:8]/[C:9]1[CH:17]=[CH:16][CH:15]=[C:14]2[C:10]=1[CH2:11][O:12][C:13]2=[O:18])\[C:2]1[CH:7]=[CH:6][CH:5]=[CH:4][CH:3]=1.[CH3:19][N:20]1[C:24]([CH:25]=O)=[CH:23][N:22]=[CH:21]1.[O-:27][CH2:28][CH3:29].[Na+].C(O)C. Product: [CH3:19][N:20]1[C:24]([CH:25]2[C:28](=[O:27])[C:29]3[C:14]([C:13]([O:12][CH2:11][CH3:10])=[O:18])=[CH:15][CH:16]=[CH:17][C:9]=3[NH:8][CH:1]2[C:2]2[CH:3]=[CH:4][CH:5]=[CH:6][CH:7]=2)=[CH:23][N:22]=[CH:21]1. The catalyst class is: 567.